This data is from Reaction yield outcomes from USPTO patents with 853,638 reactions. The task is: Predict the reaction yield, written as a fraction of the theoretical maximum amount of product (1.0 means a 100% yield; for example, 0.34 means a 34% yield). (1) The product is [CH2:15]([C:17]1[CH:18]=[C:19]2[C:20](=[CH:21][CH:22]=1)[NH:23][CH2:24][CH2:25][C:26]2=[O:28])[CH3:16]. The yield is 0.280. The catalyst is CS(O)(=O)=O.CO. The reactants are O=P12OP3(OP(OP(O3)(O1)=O)(=O)O2)=O.[CH2:15]([C:17]1[CH:22]=[CH:21][C:20]([NH:23][CH2:24][CH2:25][C:26]([O:28]CC)=O)=[CH:19][CH:18]=1)[CH3:16].[OH-].[Na+]. (2) The reactants are [Br:1][C:2]1[CH:18]=[CH:17][C:5]([CH2:6][NH:7][C:8](=[NH:16])[CH:9](OCC)OCC)=[CH:4][CH:3]=1.[OH-].[Na+]. The catalyst is S(=O)(=O)(O)O. The product is [Br:1][C:2]1[CH:18]=[C:17]2[C:5](=[CH:4][CH:3]=1)[CH:6]=[N:7][C:8]([NH2:16])=[CH:9]2. The yield is 0.400. (3) The reactants are Cl[C:2]1[C:7]([N+:8]([O-:10])=[O:9])=[C:6]([C:11]2[CH:16]=[CH:15][C:14]([Cl:17])=[CH:13][C:12]=2[Cl:18])[CH:5]=[CH:4][N:3]=1.[CH:19]1([CH:22]([NH2:25])[CH2:23][CH3:24])[CH2:21][CH2:20]1. No catalyst specified. The product is [CH:19]1([CH:22]([NH:25][C:2]2[C:7]([N+:8]([O-:10])=[O:9])=[C:6]([C:11]3[CH:16]=[CH:15][C:14]([Cl:17])=[CH:13][C:12]=3[Cl:18])[CH:5]=[CH:4][N:3]=2)[CH2:23][CH3:24])[CH2:21][CH2:20]1. The yield is 0.830.